Dataset: TCR-epitope binding with 47,182 pairs between 192 epitopes and 23,139 TCRs. Task: Binary Classification. Given a T-cell receptor sequence (or CDR3 region) and an epitope sequence, predict whether binding occurs between them. (1) The epitope is FLKEKGGL. The TCR CDR3 sequence is CASSLELAGEDYEQYF. Result: 1 (the TCR binds to the epitope). (2) The TCR CDR3 sequence is CASSQETTSEQYF. The epitope is ELAGIGILTV. Result: 1 (the TCR binds to the epitope). (3) The epitope is SLYNTVATL. The TCR CDR3 sequence is CRTSKAFF. Result: 0 (the TCR does not bind to the epitope). (4) The epitope is RLRAEAQVK. The TCR CDR3 sequence is CASSEGQGLYEAFF. Result: 0 (the TCR does not bind to the epitope).